From a dataset of Catalyst prediction with 721,799 reactions and 888 catalyst types from USPTO. Predict which catalyst facilitates the given reaction. The catalyst class is: 4. Product: [Cl:1][C:2]1[C:7]([F:8])=[C:6]([Cl:9])[CH:5]=[CH:4][C:3]=1[C:10]([N:12]1[CH2:17][CH2:16][N:15]2[C:36]([C:35]3[S:31][CH:32]=[N:33][CH:34]=3)=[N:38][N:39]=[C:14]2[CH2:13]1)=[O:11]. Reactant: [Cl:1][C:2]1[C:7]([F:8])=[C:6]([Cl:9])[CH:5]=[CH:4][C:3]=1[C:10]([N:12]1[CH2:17][CH2:16][NH:15][C:14](=O)[CH2:13]1)=[O:11].F[B-](F)(F)F.C([O+](CC)CC)C.[S:31]1[C:35]([C:36]([NH:38][NH2:39])=O)=[CH:34][N:33]=[CH:32]1.